Dataset: Full USPTO retrosynthesis dataset with 1.9M reactions from patents (1976-2016). Task: Predict the reactants needed to synthesize the given product. (1) Given the product [C:43]([O:42]1[CH2:36][CH2:35][CH:34]([N:32]2[C:5]([C:7]3[CH:8]=[C:9]4[C:18](=[CH:19][CH:20]=3)[C:17]3[N:13]([CH:14]=[C:15]([C:21]5[N:25]([CH2:26][CH:27]([O:29][CH3:30])[CH3:28])[N:24]=[CH:23][N:22]=5)[N:16]=3)[CH2:12][CH2:11][O:10]4)=[CH:4][CH:3]=[N:33]2)[CH2:39][CH2:38][NH:37][C:40]1=[O:41])([CH3:46])([CH3:45])[CH3:44], predict the reactants needed to synthesize it. The reactants are: CN(C)/[CH:3]=[CH:4]/[C:5]([C:7]1[CH:8]=[C:9]2[C:18](=[CH:19][CH:20]=1)[C:17]1[N:13]([CH:14]=[C:15]([C:21]3[N:25]([CH2:26][CH:27]([O:29][CH3:30])[CH3:28])[N:24]=[CH:23][N:22]=3)[N:16]=1)[CH2:12][CH2:11][O:10]2)=O.[NH:32]([CH:34]1[CH2:39][CH2:38][N:37]([C:40]([O:42][C:43]([CH3:46])([CH3:45])[CH3:44])=[O:41])[CH2:36][CH2:35]1)[NH2:33].CCN(C(C)C)C(C)C. (2) Given the product [CH2:7]([O:6][C:4](=[O:5])[CH2:3][C:11]1([OH:20])[C:12]([CH3:19])=[C:13]([CH3:18])[C:14](=[O:17])[C:15]([CH3:16])=[C:10]1[CH3:9])[CH3:8], predict the reactants needed to synthesize it. The reactants are: Br[Zn][CH2:3][C:4]([O:6][CH2:7][CH3:8])=[O:5].[CH3:9][C:10]1[C:11](=[O:20])[C:12]([CH3:19])=[C:13]([CH3:18])[C:14](=[O:17])[C:15]=1[CH3:16].Cl.C(OCC)(=O)C.